Dataset: Reaction yield outcomes from USPTO patents with 853,638 reactions. Task: Predict the reaction yield, written as a fraction of the theoretical maximum amount of product (1.0 means a 100% yield; for example, 0.34 means a 34% yield). (1) The reactants are C[N:2](C)[CH:3]=[CH:4][C:5]([C:7]1[C:12](=[O:13])[CH:11]=[CH:10][N:9]([C:14]2[CH:15]=[N:16][CH:17]=[CH:18][CH:19]=2)[N:8]=1)=O.[C:21]1([NH:27]N)[CH:26]=[CH:25][CH:24]=[CH:23][CH:22]=1. The catalyst is CO. The product is [C:21]1([N:27]2[C:5]([C:7]3[C:12](=[O:13])[CH:11]=[CH:10][N:9]([C:14]4[CH:15]=[N:16][CH:17]=[CH:18][CH:19]=4)[N:8]=3)=[CH:4][CH:3]=[N:2]2)[CH:26]=[CH:25][CH:24]=[CH:23][CH:22]=1. The yield is 0.190. (2) The reactants are CC1(C)C(C)(C)OB([C:9]2[CH:10]=[C:11]3[C:16](=[CH:17][CH:18]=2)[CH:15]=[C:14]([C:19]2[CH:20]=[CH:21][C:22]4[N:26]=[C:25]([C@@H:27]5[CH2:32][C@@H:31]6[C@@H:29]([CH2:30]6)[N:28]5[C:33]([O:35][C:36]([CH3:39])([CH3:38])[CH3:37])=[O:34])[NH:24][C:23]=4[CH:40]=2)[CH:13]=[CH:12]3)O1.I[C:43]1[NH:47][C:46]([C@@H:48]2[CH2:53][C@@H:52]3[C@@H:50]([CH2:51]3)[N:49]2[C:54](=[O:64])[C@@H:55]([NH:59][C:60](=[O:63])[O:61][CH3:62])[CH:56]([CH3:58])[CH3:57])=[N:45][CH:44]=1.C1(P(C2CCCCC2)C2C=CC=CC=2C2C(OC)=CC=CC=2OC)CCCCC1.C(=O)([O-])[O-].[Cs+].[Cs+]. The catalyst is C1COCC1.O.CCOC(C)=O.C([O-])(=O)C.[Pd+2].C([O-])(=O)C.CO.C(Cl)Cl. The product is [CH3:62][O:61][C:60]([NH:59][C@@H:55]([CH:56]([CH3:58])[CH3:57])[C:54]([N:49]1[C@H:48]([C:46]2[NH:47][C:43]([C:9]3[CH:10]=[C:11]4[C:16](=[CH:17][CH:18]=3)[CH:15]=[C:14]([C:19]3[CH:20]=[CH:21][C:22]5[N:26]=[C:25]([C@@H:27]6[CH2:32][C@@H:31]7[C@@H:29]([CH2:30]7)[N:28]6[C:33]([O:35][C:36]([CH3:38])([CH3:37])[CH3:39])=[O:34])[NH:24][C:23]=5[CH:40]=3)[CH:13]=[CH:12]4)=[CH:44][N:45]=2)[CH2:53][C@@H:52]2[C@H:50]1[CH2:51]2)=[O:64])=[O:63]. The yield is 0.390. (3) The reactants are Br[C:2]1[CH:7]=[CH:6][C:5]([CH3:8])=[CH:4][CH:3]=1.[C:9]1(B(O)O)[CH:14]=[CH:13]C=[CH:11][CH:10]=1.[C:18](=O)([O-])[O-].[K+].[K+]. The catalyst is [Pd].C1(C)C(C)=CC=CC=1. The product is [CH3:18][C:2]1[CH:7]=[CH:6][C:5]([C:8]2[CH:13]=[CH:14][CH:9]=[CH:10][CH:11]=2)=[CH:4][CH:3]=1. The yield is 0.990. (4) The reactants are [C:1]([O:5][C:6]([N:8]1[C:16]2[C:11](=[CH:12][C:13]([O:17][Si](C(C)(C)C)(C)C)=[CH:14][CH:15]=2)[CH:10]=[C:9]1[C:25]1[C:26]2[S:39][CH:38]=[CH:37][C:27]=2[N:28]([C:30]([O:32][C:33]([CH3:36])([CH3:35])[CH3:34])=[O:31])[N:29]=1)=[O:7])([CH3:4])([CH3:3])[CH3:2].CCCC[N+](CCCC)(CCCC)CCCC.[F-]. The catalyst is O1CCCC1. The product is [C:1]([O:5][C:6]([N:8]1[C:16]2[C:11](=[CH:12][C:13]([OH:17])=[CH:14][CH:15]=2)[CH:10]=[C:9]1[C:25]1[C:26]2[S:39][CH:38]=[CH:37][C:27]=2[N:28]([C:30]([O:32][C:33]([CH3:36])([CH3:35])[CH3:34])=[O:31])[N:29]=1)=[O:7])([CH3:4])([CH3:2])[CH3:3]. The yield is 0.800. (5) The reactants are [N+:1]([C:4]1[CH:13]=[C:12]2[C:7]([CH2:8][CH2:9][N:10]([C:14]([O:16][C:17]([CH3:20])([CH3:19])[CH3:18])=[O:15])[CH2:11]2)=[CH:6][CH:5]=1)([O-])=O. The catalyst is CO.[OH-].[OH-].[Pd+2]. The product is [NH2:1][C:4]1[CH:13]=[C:12]2[C:7]([CH2:8][CH2:9][N:10]([C:14]([O:16][C:17]([CH3:20])([CH3:19])[CH3:18])=[O:15])[CH2:11]2)=[CH:6][CH:5]=1. The yield is 0.690. (6) The reactants are [Cl:1][CH2:2][CH2:3][CH2:4][C:5](Cl)=[O:6].C(N(CC)CC)C.[CH3:15][C@@:16]12[C@H:26]3[C@@H:27]([OH:40])[CH2:28][C@:29]4([CH3:39])[C@@:33]([OH:38])([C:34]([CH2:36][OH:37])=[O:35])[CH2:32][CH2:31][C@H:30]4[C@@H:25]3[CH2:24][CH2:23][C:22]1=[CH:21][C:19](=[O:20])[CH2:18][CH2:17]2. The catalyst is C(Cl)(Cl)Cl. The product is [CH3:15][C@@:16]12[C@H:26]3[C@@H:27]([OH:40])[CH2:28][C@:29]4([CH3:39])[C@@:33]([OH:38])([C:34]([CH2:36][OH:37])=[O:35])[CH2:32][CH2:31][C@H:30]4[C@@H:25]3[CH2:24][CH2:23][C:22]1=[CH:21][C:19](=[O:20])[CH2:18][CH2:17]2.[Cl:1][CH2:2][CH2:3][CH2:4][C:5]([O-:6])=[O:20]. The yield is 0.530. (7) The reactants are [Br:1][C:2]1[CH:3]=[C:4]([SH:8])[CH:5]=[CH:6][CH:7]=1.C([O-])([O-])=O.[Cs+].[Cs+].Br[CH2:16][CH2:17][OH:18]. The catalyst is CN(C=O)C. The product is [Br:1][C:2]1[CH:3]=[C:4]([S:8][CH2:16][CH2:17][OH:18])[CH:5]=[CH:6][CH:7]=1. The yield is 0.900. (8) The reactants are Cl[C:2]1[N:7]=[CH:6][N:5]=[C:4]([NH:8][C:9]2[CH:14]=[CH:13][CH:12]=[C:11]([NH2:15])[N:10]=2)[CH:3]=1.[CH3:16][O:17][C:18]1[CH:23]=[CH:22][C:21]([OH:24])=[CH:20][CH:19]=1.C([O-])([O-])=O.[K+].[K+]. The catalyst is CN(C=O)C.CCOC(C)=O. The product is [O:17]([C:18]1[CH:23]=[CH:22][C:21]([O:24][C:2]2[N:7]=[CH:6][N:5]=[C:4]([NH:8][C:9]3[CH:14]=[CH:13][CH:12]=[C:11]([NH2:15])[N:10]=3)[CH:3]=2)=[CH:20][CH:19]=1)[CH3:16]. The yield is 0.592.